This data is from Catalyst prediction with 721,799 reactions and 888 catalyst types from USPTO. The task is: Predict which catalyst facilitates the given reaction. (1) Reactant: [O:1]=[C:2]1[C:7]2[CH:8]=[CH:9][CH:10]=[CH:11][C:6]=2[S:5][C:4]([C:12]2[N:17]=[C:16]([CH2:18][CH2:19][C:20](O)=[O:21])[CH:15]=[CH:14][CH:13]=2)=[N:3]1.[C:23]([O:27][C:28](=[O:34])[C@@H:29]1[CH2:33][CH2:32][CH2:31][NH:30]1)([CH3:26])([CH3:25])[CH3:24].CCN=C=NCCCN(C)C.C1C=CC2N(O)N=NC=2C=1. Product: [O:1]=[C:2]1[C:7]2[CH:8]=[CH:9][CH:10]=[CH:11][C:6]=2[S:5][C:4]([C:12]2[N:17]=[C:16]([CH2:18][CH2:19][C:20]([N:30]3[CH2:31][CH2:32][CH2:33][CH:29]3[C:28]([O:27][C:23]([CH3:26])([CH3:24])[CH3:25])=[O:34])=[O:21])[CH:15]=[CH:14][CH:13]=2)=[N:3]1. The catalyst class is: 9. (2) Reactant: Cl[S:2]([C:5]1[CH:6]=[C:7]([CH2:11][C:12]([O:14][CH3:15])=[O:13])[CH:8]=[CH:9][CH:10]=1)(=[O:4])=[O:3].[CH2:16]([NH2:18])[CH3:17]. Product: [CH3:15][O:14][C:12](=[O:13])[CH2:11][C:7]1[CH:8]=[CH:9][CH:10]=[C:5]([S:2](=[O:4])(=[O:3])[NH:18][CH2:16][CH3:17])[CH:6]=1. The catalyst class is: 56. (3) Reactant: [Cl:1][C:2]1[CH:7]=[C:6]([CH3:8])[NH:5][C:4](=[O:9])[C:3]=1[C:10]#[N:11].[CH3:12]CCCCCC.CCOC(C)=O. The catalyst class is: 2. Product: [Cl:1][C:2]1[C:3]([C:10]#[N:11])=[C:4]([O:9][CH3:12])[N:5]=[C:6]([CH3:8])[CH:7]=1. (4) Reactant: [OH-:1].C([N+:6]([CH2:15]CCC)([CH2:11][CH2:12]CC)[CH2:7]CCC)CCC.[CH2:19]([OH:22])[CH2:20][OH:21]. The catalyst class is: 11. Product: [CH3:15][N:6]([CH3:7])[C:11](=[O:1])[CH2:12][O:21][CH2:20][CH2:19][OH:22]. (5) Reactant: Cl.[Br:2][C:3]1[CH:8]=[CH:7][C:6]([N:9]2[CH2:14][CH2:13][NH:12][CH2:11][CH2:10]2)=[C:5]([N+:15]([O-:17])=[O:16])[CH:4]=1.Cl[CH2:19][C:20]([NH2:22])=[O:21].C(=O)([O-])[O-].[Na+].[Na+]. Product: [Br:2][C:3]1[CH:8]=[CH:7][C:6]([N:9]2[CH2:10][CH2:11][N:12]([CH2:19][C:20]([NH2:22])=[O:21])[CH2:13][CH2:14]2)=[C:5]([N+:15]([O-:17])=[O:16])[CH:4]=1. The catalyst class is: 234.